Dataset: Reaction yield outcomes from USPTO patents with 853,638 reactions. Task: Predict the reaction yield, written as a fraction of the theoretical maximum amount of product (1.0 means a 100% yield; for example, 0.34 means a 34% yield). (1) The reactants are [C:1]([C:5]1[CH:10]=[CH:9][C:8]([S:11]([NH:14][C:15]2[CH:16]=[C:17]3[C:21](=[CH:22][CH:23]=2)[NH:20][C:19]([C:24](O)=[O:25])=[C:18]3[C:27]2[CH:32]=[CH:31][CH:30]=[C:29]([F:33])[CH:28]=2)(=[O:13])=[O:12])=[CH:7][CH:6]=1)([CH3:4])([CH3:3])[CH3:2].[NH2:34][CH:35]1[CH2:40][CH2:39][O:38][CH2:37][CH2:36]1. The catalyst is ClCCl.CO. The product is [O:38]1[CH2:39][CH2:40][CH:35]([NH:34][C:24]([C:19]2[NH:20][C:21]3[C:17]([C:18]=2[C:27]2[CH:32]=[CH:31][CH:30]=[C:29]([F:33])[CH:28]=2)=[CH:16][C:15]([NH:14][S:11]([C:8]2[CH:7]=[CH:6][C:5]([C:1]([CH3:2])([CH3:4])[CH3:3])=[CH:10][CH:9]=2)(=[O:13])=[O:12])=[CH:23][CH:22]=3)=[O:25])[CH2:36][CH2:37]1. The yield is 0.330. (2) The reactants are C(OC([N:8]1[CH2:12][CH2:11][CH2:10][C@@H:9]1[CH2:13][O:14][C:15]1[CH:20]=[CH:19][C:18]([CH2:21][C:22]2[CH:27]=[CH:26][C:25]([C:28]3[O:29][CH:30]=[CH:31][N:32]=3)=[CH:24][CH:23]=2)=[CH:17][CH:16]=1)=O)(C)(C)C.Cl.O1CCOCC1. No catalyst specified. The product is [NH:8]1[CH2:12][CH2:11][CH2:10][C@@H:9]1[CH2:13][O:14][C:15]1[CH:20]=[CH:19][C:18]([CH2:21][C:22]2[CH:27]=[CH:26][C:25]([C:28]3[O:29][CH:30]=[CH:31][N:32]=3)=[CH:24][CH:23]=2)=[CH:17][CH:16]=1. The yield is 0.800. (3) The yield is 0.810. The product is [F:27][C:28]1[CH:29]=[C:30]([N:31]([CH3:32])[CH:4]([C:6]2[CH:7]=[C:8]([C:23]([O:25][CH3:26])=[O:24])[CH:9]=[C:10]3[C:15]=2[O:14][C:13]([N:16]2[CH2:21][CH2:20][O:19][CH2:18][CH2:17]2)=[CH:12][C:11]3=[O:22])[CH3:5])[CH:33]=[C:34]([F:36])[CH:35]=1. The reactants are [I-].[K+].Br[CH:4]([C:6]1[CH:7]=[C:8]([C:23]([O:25][CH3:26])=[O:24])[CH:9]=[C:10]2[C:15]=1[O:14][C:13]([N:16]1[CH2:21][CH2:20][O:19][CH2:18][CH2:17]1)=[CH:12][C:11]2=[O:22])[CH3:5].[F:27][C:28]1[CH:29]=[C:30]([CH:33]=[C:34]([F:36])[CH:35]=1)[NH:31][CH3:32]. The catalyst is C(Cl)(Cl)Cl.CO. (4) The reactants are [Cl:1][C:2]1[CH:23]=[C:22]([Cl:24])[CH:21]=[CH:20][C:3]=1[O:4][C:5]1[CH:19]=[CH:18][CH:17]=[CH:16][C:6]=1[C:7]([NH:9][CH:10]1[CH2:15][CH2:14][NH:13][CH2:12][CH2:11]1)=[O:8].C(N(CC)CC)C.[C:32](Cl)(=[O:36])[CH:33]([CH3:35])[CH3:34]. The catalyst is C(Cl)Cl. The product is [Cl:1][C:2]1[CH:23]=[C:22]([Cl:24])[CH:21]=[CH:20][C:3]=1[O:4][C:5]1[CH:19]=[CH:18][CH:17]=[CH:16][C:6]=1[C:7]([NH:9][CH:10]1[CH2:15][CH2:14][N:13]([C:32](=[O:36])[CH:33]([CH3:35])[CH3:34])[CH2:12][CH2:11]1)=[O:8]. The yield is 0.770. (5) The reactants are [Cl:1][C:2](Cl)(Cl)[C:3](=N)[O:4][C@H:5]1[O:22][C@H:21]([CH2:23][O:24][C:25](=[O:27])[CH3:26])[C@@H:16]([O:17][C:18](=[O:20])[CH3:19])[C@H:11]([O:12][C:13](=[O:15])[CH3:14])[C@@H:6]1[O:7][C:8](=[O:10])[CH3:9].[Br:31][C:32]1[CH:37]=C(Cl)C(O)=[C:34]([Cl:40])[CH:33]=1.[Si](OS(C(F)(F)F)(=O)=O)(C)(C)C.C(O[C@H]1[C@@H](OC(=O)C)[C@H](OC(=O)C)[C@@H](COC(=O)C)O[C@@H]1OC1C=CC(Br)=CC=1Cl)(=O)C. The catalyst is C1(C)C=CC=CC=1. The product is [C:8]([O:7][C@H:6]1[C@@H:11]([O:12][C:13](=[O:15])[CH3:14])[C@H:16]([O:17][C:18](=[O:20])[CH3:19])[C@@H:21]([CH2:23][O:24][C:25](=[O:27])[CH3:26])[O:22][C@@H:5]1[O:4][C:3]1[C:34]([Cl:40])=[CH:33][C:32]([Br:31])=[CH:37][C:2]=1[Cl:1])(=[O:10])[CH3:9]. The yield is 0.420.